From a dataset of Catalyst prediction with 721,799 reactions and 888 catalyst types from USPTO. Predict which catalyst facilitates the given reaction. (1) Reactant: [F:1][C:2]([F:6])([F:5])[CH2:3][OH:4].[H-].[Na+].Cl[C:10]1[CH:15]=[CH:14][C:13]([N+:16]([O-:18])=[O:17])=[CH:12][N:11]=1. Product: [N+:16]([C:13]1[CH:14]=[CH:15][C:10]([O:4][CH2:3][C:2]([F:6])([F:5])[F:1])=[N:11][CH:12]=1)([O-:18])=[O:17]. The catalyst class is: 7. (2) Reactant: FC(F)(F)C(O)=O.C(OC([N:15]1[CH2:24][CH2:23][C:22]2[C:17](=[CH:18][CH:19]=[C:20]([N:25]([CH2:35][C:36]3[CH:41]=[CH:40][CH:39]=[CH:38][CH:37]=3)[S:26]([C:29]3[CH:33]=[CH:32][N:31]([CH3:34])[N:30]=3)(=[O:28])=[O:27])[CH:21]=2)[CH2:16]1)=O)(C)(C)C. Product: [CH2:35]([N:25]([C:20]1[CH:21]=[C:22]2[C:17](=[CH:18][CH:19]=1)[CH2:16][NH:15][CH2:24][CH2:23]2)[S:26]([C:29]1[CH:33]=[CH:32][N:31]([CH3:34])[N:30]=1)(=[O:28])=[O:27])[C:36]1[CH:37]=[CH:38][CH:39]=[CH:40][CH:41]=1. The catalyst class is: 4. (3) Reactant: [O:1]1[CH2:5][CH2:4][C:3]2[CH:6]=[C:7]([CH:10]=O)[CH:8]=[CH:9][C:2]1=2.[CH3:12][C:13]([CH3:15])=[O:14].[OH-].[Na+].Cl. Product: [O:1]1[C:2]2[CH:9]=[CH:8][C:7](/[CH:10]=[CH:12]/[C:13](=[O:14])[CH3:15])=[CH:6][C:3]=2[CH2:4][CH2:5]1. The catalyst class is: 34. (4) Reactant: [NH2:1][C:2]1[CH:7]=[CH:6][C:5]([CH3:8])=[CH:4][N:3]=1.[Cl:9][C:10]1[CH:18]=[CH:17][C:16]([N+:19]([O-:21])=[O:20])=[CH:15][C:11]=1[C:12](Cl)=[O:13]. Product: [CH3:8][C:5]1[CH:6]=[CH:7][C:2]([NH:1][C:12]([C:11]2[CH:15]=[C:16]([N+:19]([O-:21])=[O:20])[CH:17]=[CH:18][C:10]=2[Cl:9])=[O:13])=[N:3][CH:4]=1. The catalyst class is: 44. (5) Reactant: [CH2:1]([O:8][C:9]1[CH:10]=[C:11]([CH2:19][C:20]([OH:22])=[O:21])[CH:12]=[C:13]([C:15]([F:18])([F:17])[F:16])[CH:14]=1)[C:2]1[CH:7]=[CH:6][CH:5]=[CH:4][CH:3]=1.Cl.[CH3:24]O. Product: [CH3:24][O:21][C:20](=[O:22])[CH2:19][C:11]1[CH:12]=[C:13]([C:15]([F:17])([F:18])[F:16])[CH:14]=[C:9]([O:8][CH2:1][C:2]2[CH:3]=[CH:4][CH:5]=[CH:6][CH:7]=2)[CH:10]=1. The catalyst class is: 12. (6) Reactant: Br[CH2:2]/[CH:3]=[C:4](\[CH3:9])/[C:5]([O:7][CH3:8])=[O:6].[CH3:10][NH:11][CH3:12]. Product: [CH3:10][N:11]([CH3:12])[CH2:2]/[CH:3]=[C:4](\[CH3:9])/[C:5]([O:7][CH3:8])=[O:6]. The catalyst class is: 7. (7) Reactant: [B-](F)(F)(F)F.[B-](F)(F)(F)F.C1[N+]2(CCl)CC[N+]([F:21])(CC2)C1.[CH3:22][N:23]([CH3:41])/[CH:24]=[CH:25]/[C:26]([C:28]1[N:32]([CH:33]2[CH2:38][CH2:37][N:36]([CH3:39])[CH2:35][CH2:34]2)[C:31]([CH3:40])=[N:30][CH:29]=1)=[O:27]. Product: [CH3:41][N:23]([CH3:22])/[CH:24]=[C:25](\[F:21])/[C:26]([C:28]1[N:32]([CH:33]2[CH2:34][CH2:35][N:36]([CH3:39])[CH2:37][CH2:38]2)[C:31]([CH3:40])=[N:30][CH:29]=1)=[O:27]. The catalyst class is: 5. (8) Reactant: [F:1][C:2]1[CH:7]=[CH:6][C:5]([C:8]2[CH:17]=[CH:16][CH:15]=[C:14]3[C:9]=2[CH:10]=[CH:11][N:12]=[CH:13]3)=[CH:4][CH:3]=1.ClC1C=CC=C(C(OO)=[O:26])C=1. Product: [F:1][C:2]1[CH:7]=[CH:6][C:5]([C:8]2[CH:17]=[CH:16][CH:15]=[C:14]3[C:9]=2[CH:10]=[CH:11][N+:12]([O-:26])=[CH:13]3)=[CH:4][CH:3]=1. The catalyst class is: 4. (9) Reactant: Br[C:2]1[C:3](=[O:20])[N:4]([C:14]2[CH:19]=[CH:18][CH:17]=[CH:16][CH:15]=2)[CH:5]=[C:6]([C:8]2[CH:13]=[CH:12][CH:11]=[CH:10][N:9]=2)[CH:7]=1.[C:21]([C:23]1[CH:28]=[CH:27][CH:26]=[CH:25][C:24]=1B1OC(C([O-])=O)C=CO1)#[N:22]. Product: [CH:17]1[CH:16]=[CH:15][C:14]([N:4]2[C:3](=[O:20])[C:2]([C:24]3[CH:25]=[CH:26][CH:27]=[CH:28][C:23]=3[C:21]#[N:22])=[CH:7][C:6]([C:8]3[CH:13]=[CH:12][CH:11]=[CH:10][N:9]=3)=[CH:5]2)=[CH:19][CH:18]=1. The catalyst class is: 45.